Regression. Given two drug SMILES strings and cell line genomic features, predict the synergy score measuring deviation from expected non-interaction effect. From a dataset of NCI-60 drug combinations with 297,098 pairs across 59 cell lines. (1) Drug 1: C1CCN(CC1)CCOC2=CC=C(C=C2)C(=O)C3=C(SC4=C3C=CC(=C4)O)C5=CC=C(C=C5)O. Drug 2: C1C(C(OC1N2C=C(C(=O)NC2=O)F)CO)O. Cell line: HCT-15. Synergy scores: CSS=48.1, Synergy_ZIP=3.64, Synergy_Bliss=3.52, Synergy_Loewe=-17.8, Synergy_HSA=1.23. (2) Drug 1: CC12CCC(CC1=CCC3C2CCC4(C3CC=C4C5=CN=CC=C5)C)O. Drug 2: C1C(C(OC1N2C=NC(=NC2=O)N)CO)O. Cell line: KM12. Synergy scores: CSS=16.5, Synergy_ZIP=-5.88, Synergy_Bliss=1.44, Synergy_Loewe=-4.70, Synergy_HSA=0.477. (3) Drug 1: CN1C(=O)N2C=NC(=C2N=N1)C(=O)N. Drug 2: CN(C(=O)NC(C=O)C(C(C(CO)O)O)O)N=O. Cell line: SW-620. Synergy scores: CSS=14.5, Synergy_ZIP=-4.45, Synergy_Bliss=-1.36, Synergy_Loewe=-26.6, Synergy_HSA=-0.448. (4) Drug 1: CC1=C2C(C(=O)C3(C(CC4C(C3C(C(C2(C)C)(CC1OC(=O)C(C(C5=CC=CC=C5)NC(=O)C6=CC=CC=C6)O)O)OC(=O)C7=CC=CC=C7)(CO4)OC(=O)C)O)C)OC(=O)C. Drug 2: C(CC(=O)O)C(=O)CN.Cl. Cell line: M14. Synergy scores: CSS=30.9, Synergy_ZIP=-5.37, Synergy_Bliss=-5.72, Synergy_Loewe=-3.37, Synergy_HSA=-2.58. (5) Drug 1: COC1=C(C=C2C(=C1)N=CN=C2NC3=CC(=C(C=C3)F)Cl)OCCCN4CCOCC4. Drug 2: C1=CC=C(C=C1)NC(=O)CCCCCCC(=O)NO. Cell line: A498. Synergy scores: CSS=28.7, Synergy_ZIP=-6.20, Synergy_Bliss=-4.10, Synergy_Loewe=-3.55, Synergy_HSA=-1.87. (6) Drug 1: CC1C(C(CC(O1)OC2CC(CC3=C2C(=C4C(=C3O)C(=O)C5=C(C4=O)C(=CC=C5)OC)O)(C(=O)CO)O)N)O. Drug 2: CC(C)(C#N)C1=CC=C(C=C1)N2C3=C4C=C(C=CC4=NC=C3N(C2=O)C)C5=CC6=CC=CC=C6N=C5. Cell line: SK-OV-3. Synergy scores: CSS=76.1, Synergy_ZIP=5.86, Synergy_Bliss=4.92, Synergy_Loewe=6.45, Synergy_HSA=10.9. (7) Drug 1: CC1C(C(CC(O1)OC2CC(CC3=C2C(=C4C(=C3O)C(=O)C5=C(C4=O)C(=CC=C5)OC)O)(C(=O)C)O)N)O.Cl. Drug 2: C1CCC(CC1)NC(=O)N(CCCl)N=O. Cell line: MOLT-4. Synergy scores: CSS=62.0, Synergy_ZIP=-2.96, Synergy_Bliss=-6.87, Synergy_Loewe=-11.1, Synergy_HSA=-5.73. (8) Drug 1: COC1=C(C=C2C(=C1)N=CN=C2NC3=CC(=C(C=C3)F)Cl)OCCCN4CCOCC4. Cell line: CAKI-1. Synergy scores: CSS=47.0, Synergy_ZIP=-2.04, Synergy_Bliss=-1.29, Synergy_Loewe=-40.6, Synergy_HSA=-0.00488. Drug 2: CCCCCOC(=O)NC1=NC(=O)N(C=C1F)C2C(C(C(O2)C)O)O. (9) Drug 1: C1C(C(OC1N2C=C(C(=O)NC2=O)F)CO)O. Cell line: SN12C. Synergy scores: CSS=34.4, Synergy_ZIP=4.48, Synergy_Bliss=5.44, Synergy_Loewe=-26.4, Synergy_HSA=1.02. Drug 2: CC12CCC3C(C1CCC2O)C(CC4=C3C=CC(=C4)O)CCCCCCCCCS(=O)CCCC(C(F)(F)F)(F)F. (10) Cell line: SK-MEL-2. Synergy scores: CSS=12.3, Synergy_ZIP=3.91, Synergy_Bliss=3.77, Synergy_Loewe=-56.8, Synergy_HSA=-1.71. Drug 2: CC1C(C(CC(O1)OC2CC(CC3=C2C(=C4C(=C3O)C(=O)C5=CC=CC=C5C4=O)O)(C(=O)C)O)N)O. Drug 1: C1CN1P(=S)(N2CC2)N3CC3.